This data is from TCR-epitope binding with 47,182 pairs between 192 epitopes and 23,139 TCRs. The task is: Binary Classification. Given a T-cell receptor sequence (or CDR3 region) and an epitope sequence, predict whether binding occurs between them. (1) The epitope is MPASWVMRI. The TCR CDR3 sequence is CASSSGLAGGTDTQYF. Result: 1 (the TCR binds to the epitope). (2) The epitope is LLQTGIHVRVSQPSL. The TCR CDR3 sequence is CASGSGGGYEQYF. Result: 1 (the TCR binds to the epitope). (3) The epitope is EIYKRWII. The TCR CDR3 sequence is CSARGTNNNEQFF. Result: 0 (the TCR does not bind to the epitope). (4) The epitope is ATDALMTGY. The TCR CDR3 sequence is CASSGTRQISGTEAFF. Result: 1 (the TCR binds to the epitope). (5) The epitope is KAYNVTQAF. The TCR CDR3 sequence is CASSQFPQVNQPQHF. Result: 1 (the TCR binds to the epitope). (6) The epitope is GILGFVFTL. The TCR CDR3 sequence is CSARDKAGEGYNEQFF. Result: 1 (the TCR binds to the epitope). (7) The epitope is YLNTLTLAV. The TCR CDR3 sequence is CASSPSRGYEQYF. Result: 1 (the TCR binds to the epitope). (8) The epitope is TLIGDCATV. The TCR CDR3 sequence is CASSGQSYTEAFF. Result: 1 (the TCR binds to the epitope). (9) Result: 0 (the TCR does not bind to the epitope). The TCR CDR3 sequence is CASSSTRNRLNNSPLHF. The epitope is AMFWSVPTV.